From a dataset of Catalyst prediction with 721,799 reactions and 888 catalyst types from USPTO. Predict which catalyst facilitates the given reaction. (1) Reactant: [CH:1]([NH:4][C:5]1[CH:13]=[CH:12][C:8]([C:9]([O-:11])=O)=[CH:7][N:6]=1)([CH3:3])[CH3:2].C([NH3+])(C)C.S(Cl)(Cl)=O.[NH2:22][C:23]1[CH:24]=[C:25]([C:31]([N:33]2[CH2:38][CH2:37][CH:36]([C:39]3[CH:44]=[CH:43][C:42]([C:45]4[CH:46]=[N:47][N:48]([CH3:50])[CH:49]=4)=[CH:41][CH:40]=3)[CH2:35][CH2:34]2)=[O:32])[CH:26]=[CH:27][C:28]=1[NH:29][CH3:30].N1C=CC=CC=1. Product: [CH:1]([NH:4][C:5]1[CH:13]=[CH:12][C:8]([C:9]([NH:22][C:23]2[CH:24]=[C:25]([C:31]([N:33]3[CH2:38][CH2:37][CH:36]([C:39]4[CH:44]=[CH:43][C:42]([C:45]5[CH:46]=[N:47][N:48]([CH3:50])[CH:49]=5)=[CH:41][CH:40]=4)[CH2:35][CH2:34]3)=[O:32])[CH:26]=[CH:27][C:28]=2[NH:29][CH3:30])=[O:11])=[CH:7][N:6]=1)([CH3:2])[CH3:3]. The catalyst class is: 2. (2) Reactant: [CH3:1][P:2]([CH2:5][N:6]1[CH2:11][CH2:10][N:9]([CH2:12][C:13]2[CH:18]=[CH:17][C:16]([N+:19]([O-])=O)=[CH:15][C:14]=2[C:22]([F:25])([F:24])[F:23])[CH2:8][CH2:7]1)([CH3:4])=[O:3]. Product: [CH3:4][P:2]([CH2:5][N:6]1[CH2:7][CH2:8][N:9]([CH2:12][C:13]2[CH:18]=[CH:17][C:16]([NH2:19])=[CH:15][C:14]=2[C:22]([F:25])([F:23])[F:24])[CH2:10][CH2:11]1)([CH3:1])=[O:3]. The catalyst class is: 29. (3) Product: [Cl:19][C:20]1[CH:25]=[C:24]([N:15]2[CH2:16][CH2:17][O:18][CH:13]([C:10]3[NH:11][CH:12]=[C:8]([C:3]4[CH:4]=[CH:5][CH:6]=[CH:7][C:2]=4[Cl:1])[N:9]=3)[CH2:14]2)[N:23]=[C:22]([NH2:27])[N:21]=1. The catalyst class is: 8. Reactant: [Cl:1][C:2]1[CH:7]=[CH:6][CH:5]=[CH:4][C:3]=1[C:8]1[N:9]=[C:10]([CH:13]2[O:18][CH2:17][CH2:16][NH:15][CH2:14]2)[NH:11][CH:12]=1.[Cl:19][C:20]1[CH:25]=[C:24](Cl)[N:23]=[C:22]([NH2:27])[N:21]=1.CCN(C(C)C)C(C)C.